This data is from Peptide-MHC class I binding affinity with 185,985 pairs from IEDB/IMGT. The task is: Regression. Given a peptide amino acid sequence and an MHC pseudo amino acid sequence, predict their binding affinity value. This is MHC class I binding data. (1) The peptide sequence is VILYFMYRK. The MHC is HLA-B39:01 with pseudo-sequence HLA-B39:01. The binding affinity (normalized) is 0.0847. (2) The peptide sequence is IDWIDGNQTNI. The MHC is Mamu-A11 with pseudo-sequence Mamu-A11. The binding affinity (normalized) is 0.158. (3) The peptide sequence is IMYDSGAKY. The MHC is HLA-A11:01 with pseudo-sequence HLA-A11:01. The binding affinity (normalized) is 0.336. (4) The MHC is HLA-A11:01 with pseudo-sequence HLA-A11:01. The peptide sequence is SWPVQCPLDH. The binding affinity (normalized) is 0. (5) The peptide sequence is RSLQTIASKK. The MHC is HLA-A11:01 with pseudo-sequence HLA-A11:01. The binding affinity (normalized) is 0.712. (6) The peptide sequence is EIKDRILSY. The MHC is HLA-B27:05 with pseudo-sequence HLA-B27:05. The binding affinity (normalized) is 0.0847.